From a dataset of Hepatocyte clearance measurements from AstraZeneca. Regression/Classification. Given a drug SMILES string, predict its absorption, distribution, metabolism, or excretion properties. Task type varies by dataset: regression for continuous measurements (e.g., permeability, clearance, half-life) or binary classification for categorical outcomes (e.g., BBB penetration, CYP inhibition). For this dataset (clearance_hepatocyte_az), we predict log10(clearance) (log10 of the in vitro intrinsic clearance, CLint, in uL/min per 10^6 hepatocytes; values are censored to the assay range of 3 to 150, which is 0.477 to 2.18 on this log10 scale). (1) The compound is CC(C)c1ccc(Sc2cnc(O)c(C(=O)NCc3ccccc3)c2)cc1. The log10(clearance) is 1.49. (2) The compound is Cc1c(OC2CCN(CC3CCN([C@@](C)(Cc4ccc(F)cc4)C(=O)O)CC3)CC2)ccc(Cl)c1Cl. The log10(clearance) is 0.480. (3) The compound is COc1ccncc1-c1ccccc1CN(C(=O)c1ccc(-c2ccc(C#N)cc2)o1)c1ccc(N2CCNCC2)cc1. The log10(clearance) is 1.41. (4) The molecule is CCN(CC)CCN1C(=O)[C@@](O)(c2ccccc2Cl)c2c1cc(C(N)=O)cc2C(F)(F)F. The log10(clearance) is 1.06. (5) The compound is CC1N=C(N)N=C(N)N1c1ccc(Cl)cc1. The log10(clearance) is 0.480. (6) The compound is O=c1[nH]c2c(O)ccc([C@@H](O)CNCCCSCCOCCc3ccccc3)c2s1. The log10(clearance) is 2.05. (7) The molecule is Cc1nn(-c2ccc(F)cc2)c(NS(=O)(=O)c2cccnc2)c1C(=O)N[C@@H](C)C(C)(C)C. The log10(clearance) is 1.08. (8) The molecule is CCN(C(=O)Cc1ccc(S(C)(=O)=O)cc1)C1CCN(CC[C@H](c2ccc(S(C)(=O)=O)cc2)c2cc(F)cc(F)c2)CC1. The log10(clearance) is 0.760.